Dataset: Peptide-MHC class I binding affinity with 185,985 pairs from IEDB/IMGT. Task: Regression. Given a peptide amino acid sequence and an MHC pseudo amino acid sequence, predict their binding affinity value. This is MHC class I binding data. (1) The peptide sequence is AVNENMETM. The MHC is H-2-Db with pseudo-sequence H-2-Db. The binding affinity (normalized) is 0.820. (2) The peptide sequence is ILCFTIKRK. The MHC is HLA-A11:01 with pseudo-sequence HLA-A11:01. The binding affinity (normalized) is 0.173.